From a dataset of TCR-epitope binding with 47,182 pairs between 192 epitopes and 23,139 TCRs. Binary Classification. Given a T-cell receptor sequence (or CDR3 region) and an epitope sequence, predict whether binding occurs between them. (1) The epitope is TPRVTGGGAM. The TCR CDR3 sequence is CASSSHDRQGQNSPLHF. Result: 1 (the TCR binds to the epitope). (2) Result: 0 (the TCR does not bind to the epitope). The TCR CDR3 sequence is CASSLQGIYTF. The epitope is RPHERNGFTVL. (3) The epitope is FLKEKGGL. The TCR CDR3 sequence is CASSALSGRVSTDTQYF. Result: 1 (the TCR binds to the epitope). (4) The epitope is AVFDRKSDAK. The TCR CDR3 sequence is CAWSVLQEAFF. Result: 1 (the TCR binds to the epitope).